This data is from Catalyst prediction with 721,799 reactions and 888 catalyst types from USPTO. The task is: Predict which catalyst facilitates the given reaction. (1) Reactant: [Cl:1][C:2]1[CH:3]=[C:4]2[C:9](=[CH:10][CH:11]=1)[CH:8]=[C:7]([S:12]([CH2:15][C@@H:16]([OH:31])[C:17]([N:19]1[CH2:24][CH2:23][CH:22]([N:25]3[CH2:29][CH2:28]O[C:26]3=[O:30])[CH2:21][CH2:20]1)=[O:18])(=[O:14])=[O:13])[CH:6]=[CH:5]2.C1C=C[C:35]2[N:40](O)N=NC=2C=1.ClC1C=C2C(=CC=1)C=C(S(C[C@@H](O)C(O)=O)(=O)=[O:54])C=C2.CCN=C=NCCCN(C)C. Product: [Cl:1][C:2]1[CH:3]=[C:4]2[C:9](=[CH:10][CH:11]=1)[CH:8]=[C:7]([S:12]([CH2:15][C@@H:16]([OH:31])[C:17]([N:19]1[CH2:24][CH2:23][CH:22]([N:25]3[CH2:29][CH2:28][C:35](=[O:54])[NH:40][C:26]3=[O:30])[CH2:21][CH2:20]1)=[O:18])(=[O:14])=[O:13])[CH:6]=[CH:5]2. The catalyst class is: 3. (2) Reactant: CC1(C)C(C)(C)OB([C:9]2[CH:14]=[CH:13][N:12]=[CH:11][CH:10]=2)O1.[CH2:16]([N:18]1[CH:22]=[C:21](I)[C:20]([C:24]2[S:25][CH:26]=[CH:27][CH:28]=2)=[N:19]1)[CH3:17].C(=O)([O-])[O-].[Na+].[Na+]. Product: [CH2:16]([N:18]1[CH:22]=[C:21]([C:9]2[CH:10]=[CH:11][N:12]=[CH:13][CH:14]=2)[C:20]([C:24]2[S:25][CH:26]=[CH:27][CH:28]=2)=[N:19]1)[CH3:17]. The catalyst class is: 12. (3) Reactant: [Br:1][C:2]1[CH:14]=[CH:13][C:12]2[C:11]3[C:6](=[CH:7][C:8]([Br:15])=[CH:9][CH:10]=3)[CH2:5][C:4]=2[CH:3]=1.[CH2:16]([Li])CCC.CI.ClCCl. Product: [Br:1][C:2]1[CH:14]=[CH:13][C:12]2[C:11]3[C:6](=[CH:7][C:8]([Br:15])=[CH:9][CH:10]=3)[CH:5]([CH3:16])[C:4]=2[CH:3]=1. The catalyst class is: 20.